From a dataset of Forward reaction prediction with 1.9M reactions from USPTO patents (1976-2016). Predict the product of the given reaction. (1) Given the reactants [N:1]1[C:5]2[CH:6]=[CH:7][CH:8]=[CH:9][C:4]=2[NH:3][C:2]=1[CH2:10][C:11]#[N:12].[C:13]([CH:21]([CH2:27][CH3:28])[C:22](OCC)=[O:23])(=O)[C:14]1[CH:19]=[CH:18][CH:17]=[CH:16][CH:15]=1.C([O-])(=O)C.[NH4+], predict the reaction product. The product is: [CH2:27]([C:21]1[C:22](=[O:23])[N:3]2[C:2]([NH:1][C:5]3[CH:6]=[CH:7][CH:8]=[CH:9][C:4]=32)=[C:10]([C:11]#[N:12])[C:13]=1[C:14]1[CH:19]=[CH:18][CH:17]=[CH:16][CH:15]=1)[CH3:28]. (2) Given the reactants [F:1][C:2]([F:48])([F:47])[C:3]1[CH:4]=[C:5]([CH:40]=[C:41]([C:43]([F:46])([F:45])[F:44])[CH:42]=1)[CH2:6][N:7]([CH2:23][C:24]1[CH:29]=[C:28]([C:30]([F:33])([F:32])[F:31])[CH:27]=[CH:26][C:25]=1[NH:34][C@H:35]([CH2:38][OH:39])[CH2:36][CH3:37])[C:8]1[N:13]=[CH:12][C:11]([O:14][CH2:15][CH2:16][CH2:17][C:18]([O:20]CC)=[O:19])=[CH:10][N:9]=1.[OH-].[Na+].C(O)(=O)CC(CC(O)=O)(C(O)=O)O, predict the reaction product. The product is: [F:48][C:2]([F:1])([F:47])[C:3]1[CH:4]=[C:5]([CH:40]=[C:41]([C:43]([F:44])([F:45])[F:46])[CH:42]=1)[CH2:6][N:7]([CH2:23][C:24]1[CH:29]=[C:28]([C:30]([F:33])([F:32])[F:31])[CH:27]=[CH:26][C:25]=1[NH:34][C@H:35]([CH2:38][OH:39])[CH2:36][CH3:37])[C:8]1[N:9]=[CH:10][C:11]([O:14][CH2:15][CH2:16][CH2:17][C:18]([OH:20])=[O:19])=[CH:12][N:13]=1. (3) Given the reactants C[C:2]1([CH3:10])[O:7][C:6](=[O:8])[CH2:5][C:4](=[O:9])O1.[O:11]=[C:12]1[C:20]2[C:15](=[CH:16][CH:17]=[CH:18][CH:19]=2)[C:14](=[O:21])[N:13]1[CH2:22]C(Cl)=O, predict the reaction product. The product is: [O:11]=[C:12]1[C:20]2[C:15](=[CH:16][CH:17]=[CH:18][CH:19]=2)[C:14](=[O:21])[N:13]1[CH2:22][C:4](=[O:9])[CH2:5][C:6]([O:7][CH2:2][CH3:10])=[O:8]. (4) Given the reactants [Cl:1][C:2]1[C:10]([OH:11])=[CH:9][C:8]([I:12])=[C:7]2[C:3]=1[CH2:4][NH:5][C:6]2=[O:13].C(=O)([O-])[O-].[K+].[K+].[C:20]([Si:24]([O:27][CH2:28][CH2:29][CH2:30][CH2:31]I)([CH3:26])[CH3:25])([CH3:23])([CH3:22])[CH3:21], predict the reaction product. The product is: [Cl:1][C:2]1[C:10]([O:11][CH2:31][CH2:30][CH2:29][CH2:28][O:27][Si:24]([C:20]([CH3:21])([CH3:23])[CH3:22])([CH3:25])[CH3:26])=[CH:9][C:8]([I:12])=[C:7]2[C:3]=1[CH2:4][NH:5][C:6]2=[O:13]. (5) The product is: [CH3:23][S:20]([C:17]1[CH:18]=[CH:19][C:12]([O:11][CH2:7][C:6]2[CH:9]=[CH:10][C:3]([O:2][CH3:1])=[CH:4][CH:5]=2)=[C:13]([CH:16]=1)[CH:14]=[O:15])(=[O:21])=[O:22]. Given the reactants [CH3:1][O:2][C:3]1[CH:10]=[CH:9][C:6]([CH2:7]Cl)=[CH:5][CH:4]=1.[OH:11][C:12]1[CH:19]=[CH:18][C:17]([S:20]([CH3:23])(=[O:22])=[O:21])=[CH:16][C:13]=1[CH:14]=[O:15].C([O-])([O-])=O.[K+].[K+], predict the reaction product. (6) Given the reactants Cl[C:2]1[CH:11]=[C:10]2[C:5]([C:6](=[O:27])[N:7]([CH2:20][C:21]([NH:23][CH:24]([CH3:26])[CH3:25])=[O:22])[C:8]([C:12]3[CH:17]=[CH:16][CH:15]=[C:14]([O:18][CH3:19])[CH:13]=3)=[N:9]2)=[CH:4][CH:3]=1.[CH3:28][N:29]([CH3:46])[CH2:30][C:31]1[CH:36]=[CH:35][CH:34]=[C:33](B2OC(C)(C)C(C)(C)O2)[CH:32]=1.[O-]P([O-])([O-])=O.[K+].[K+].[K+], predict the reaction product. The product is: [CH3:28][N:29]([CH2:30][C:31]1[CH:32]=[C:33]([C:2]2[CH:11]=[C:10]3[C:5]([C:6](=[O:27])[N:7]([CH2:20][C:21]([NH:23][CH:24]([CH3:26])[CH3:25])=[O:22])[C:8]([C:12]4[CH:17]=[CH:16][CH:15]=[C:14]([O:18][CH3:19])[CH:13]=4)=[N:9]3)=[CH:4][CH:3]=2)[CH:34]=[CH:35][CH:36]=1)[CH3:46].